Dataset: Forward reaction prediction with 1.9M reactions from USPTO patents (1976-2016). Task: Predict the product of the given reaction. (1) Given the reactants [C:1]([C:3]1[CH:8]=[CH:7][C:6]([O:9][CH3:10])=[CH:5][C:4]=1[CH2:11][C:12]([OH:14])=O)#[N:2].O=S(Cl)[Cl:17], predict the reaction product. The product is: [Cl:17][C:1]1[C:3]2[C:4](=[CH:5][C:6]([O:9][CH3:10])=[CH:7][CH:8]=2)[CH:11]=[C:12]([OH:14])[N:2]=1. (2) Given the reactants [CH2:1]([O:3][C:4]1[CH:5]=[C:6]([O:11][C:12]2[N:17]=[CH:16][C:15]([NH:18][C:19]([C@H:21]([NH:24]C(=O)OC(C)(C)C)[CH2:22][CH3:23])=[O:20])=[CH:14][N:13]=2)[CH:7]=[CH:8][C:9]=1[CH3:10])[CH3:2].C(O)(C(F)(F)F)=O, predict the reaction product. The product is: [NH2:24][C@H:21]([CH2:22][CH3:23])[C:19]([NH:18][C:15]1[CH:14]=[N:13][C:12]([O:11][C:6]2[CH:7]=[CH:8][C:9]([CH3:10])=[C:4]([O:3][CH2:1][CH3:2])[CH:5]=2)=[N:17][CH:16]=1)=[O:20]. (3) Given the reactants [Cl:1][C:2]1[N:11]=[C:10]([NH:12][C@H:13]([C:15]2[CH:20]=[CH:19][C:18]([NH:21][C:22](=[O:30])[C:23]3[CH:28]=[CH:27][C:26]([F:29])=[CH:25][CH:24]=3)=[CH:17][CH:16]=2)[CH3:14])[C:9]2[C:4](=[C:5]([CH3:31])[CH:6]=[CH:7][CH:8]=2)[N:3]=1.[ClH:32].[CH3:33]N, predict the reaction product. The product is: [ClH:1].[ClH:32].[CH3:33][C:2]1[N:11]=[C:10]([NH:12][C@H:13]([C:15]2[CH:20]=[CH:19][C:18]([NH:21][C:22](=[O:30])[C:23]3[CH:28]=[CH:27][C:26]([F:29])=[CH:25][CH:24]=3)=[CH:17][CH:16]=2)[CH3:14])[C:9]2[C:4](=[C:5]([CH3:31])[CH:6]=[CH:7][CH:8]=2)[N:3]=1. (4) Given the reactants [CH:1]([N:4]1[CH2:9][CH2:8][N:7]([C:10]([C:12]2[CH:13]=[C:14]3[C:18](=[CH:19][CH:20]=2)[NH:17][C:16]([C:21]([N:23]2[CH2:28][CH2:27][N:26]([S:29]([N:32]4[CH2:37][CH2:36][CH2:35][CH2:34][CH2:33]4)(=[O:31])=[O:30])[CH2:25][CH2:24]2)=[O:22])=[CH:15]3)=[O:11])[CH2:6][CH2:5]1)([CH3:3])[CH3:2].[H-].[Na+].[CH:40]1([CH2:43]Br)[CH2:42][CH2:41]1.[Cl-].[NH4+], predict the reaction product. The product is: [CH:40]1([CH2:43][N:17]2[C:18]3[C:14](=[CH:13][C:12]([C:10]([N:7]4[CH2:8][CH2:9][N:4]([CH:1]([CH3:3])[CH3:2])[CH2:5][CH2:6]4)=[O:11])=[CH:20][CH:19]=3)[CH:15]=[C:16]2[C:21]([N:23]2[CH2:28][CH2:27][N:26]([S:29]([N:32]3[CH2:37][CH2:36][CH2:35][CH2:34][CH2:33]3)(=[O:31])=[O:30])[CH2:25][CH2:24]2)=[O:22])[CH2:42][CH2:41]1. (5) Given the reactants [CH:1]1([C:4]([NH:6][C:7]2[C:8]([CH3:43])=[C:9]([CH:40]=[CH:41][CH:42]=2)[O:10][C:11]2[C:12]([C:28]([NH:30]CC3C=CC(OC)=CC=3)=[O:29])=[C:13]([NH:19][C:20]3[CH:25]=[CH:24][C:23]([I:26])=[CH:22][C:21]=3[F:27])[N:14]([CH3:18])[C:15](=[O:17])[CH:16]=2)=[O:5])[CH2:3][CH2:2]1.[Cl-].[Al+3].[Cl-].[Cl-].O.Cl, predict the reaction product. The product is: [CH:1]1([C:4]([NH:6][C:7]2[C:8]([CH3:43])=[C:9]([CH:40]=[CH:41][CH:42]=2)[O:10][C:11]2[C:12]([C:28]([NH2:30])=[O:29])=[C:13]([NH:19][C:20]3[CH:25]=[CH:24][C:23]([I:26])=[CH:22][C:21]=3[F:27])[N:14]([CH3:18])[C:15](=[O:17])[CH:16]=2)=[O:5])[CH2:3][CH2:2]1. (6) Given the reactants [CH2:1]([O:3][C:4]([C:6]1[CH:15]=[CH:14][C:13]2[C:8](=[C:9]([C:17]3[C:26]4[C:21](=[CH:22][CH:23]=[CH:24][CH:25]=4)[CH:20]=[CH:19][CH:18]=3)[CH:10]=[C:11](I)[CH:12]=2)[N:7]=1)=[O:5])[CH3:2].[S:27]1[CH:31]=[CH:30][CH:29]=[C:28]1B(O)O.C(Cl)Cl.CCCCCC, predict the reaction product. The product is: [CH2:1]([O:3][C:4]([C:6]1[CH:15]=[CH:14][C:13]2[C:8](=[C:9]([C:17]3[C:26]4[C:21](=[CH:22][CH:23]=[CH:24][CH:25]=4)[CH:20]=[CH:19][CH:18]=3)[CH:10]=[C:11]([C:28]3[S:27][CH:31]=[CH:30][CH:29]=3)[CH:12]=2)[N:7]=1)=[O:5])[CH3:2].